Dataset: Reaction yield outcomes from USPTO patents with 853,638 reactions. Task: Predict the reaction yield, written as a fraction of the theoretical maximum amount of product (1.0 means a 100% yield; for example, 0.34 means a 34% yield). (1) The reactants are [OH-].[Na+].C([O:7][C:8](=[O:22])[CH2:9][N:10]([S:12]([C:15]1[CH:16]=[N:17][C:18](Cl)=[CH:19][CH:20]=1)(=[O:14])=[O:13])[CH3:11])(C)(C)C.[C:23]([OH:27])#[C:24][CH2:25][CH3:26]. The catalyst is O. The product is [CH2:23]([O:27][C:18]1[N:17]=[CH:16][C:15]([S:12]([N:10]([CH2:9][C:8]([OH:7])=[O:22])[CH3:11])(=[O:13])=[O:14])=[CH:20][CH:19]=1)[C:24]#[C:25][CH3:26]. The yield is 0.450. (2) The reactants are C(S[O:4][C:5](=O)[C@H:6]1[CH2:10][CH2:9][CH2:8][N:7]1[C:11]([O:13][C:14]([CH3:17])([CH3:16])[CH3:15])=[O:12])C.C([SiH](CC)CC)C. The catalyst is CC(C)=O.[Pd]. The product is [C:11]([N:7]1[CH2:8][CH2:9][CH2:10][C@@H:6]1[CH:5]=[O:4])([O:13][C:14]([CH3:17])([CH3:16])[CH3:15])=[O:12]. The yield is 0.932. (3) The reactants are C[O:2][C:3](=[O:46])[C:4]([C:7]1[CH:8]=[N:9][C:10]([NH:13][C:14]2[C:15](=[O:45])[N:16]([CH3:44])[CH:17]=[C:18]([C:20]3[CH:25]=[CH:24][CH:23]=[C:22]([N:26]4[N:35]=[CH:34][C:33]5[C:28](=[C:29]([F:40])[CH:30]=[C:31]([C:36]([CH3:39])([CH3:38])[CH3:37])[CH:32]=5)[C:27]4=[O:41])[C:21]=3[CH2:42][OH:43])[CH:19]=2)=[CH:11][CH:12]=1)([CH3:6])[CH3:5].[H-].[OH-].[Li+]. The catalyst is O1CCOCC1.O. The product is [C:36]([C:31]1[CH:32]=[C:33]2[C:28](=[C:29]([F:40])[CH:30]=1)[C:27](=[O:41])[N:26]([C:22]1[C:21]([CH2:42][OH:43])=[C:20]([C:18]3[CH:19]=[C:14]([NH:13][C:10]4[N:9]=[CH:8][C:7]([C:4]([CH3:6])([CH3:5])[C:3]([OH:46])=[O:2])=[CH:12][CH:11]=4)[C:15](=[O:45])[N:16]([CH3:44])[CH:17]=3)[CH:25]=[CH:24][CH:23]=1)[N:35]=[CH:34]2)([CH3:39])([CH3:37])[CH3:38]. The yield is 0.860. (4) The reactants are Br[C:2]1[CH:7]=[CH:6][CH:5]=[C:4]([S:8][CH3:9])[CH:3]=1.[Li]CCCC.[C:15]([O:19][C:20]([N:22]1[CH2:27][CH2:26][C:25](=[O:28])[CH2:24][CH2:23]1)=[O:21])([CH3:18])([CH3:17])[CH3:16]. The catalyst is C1COCC1. The product is [C:15]([O:19][C:20]([N:22]1[CH2:27][CH2:26][C:25]([OH:28])([C:2]2[CH:7]=[CH:6][CH:5]=[C:4]([S:8][CH3:9])[CH:3]=2)[CH2:24][CH2:23]1)=[O:21])([CH3:18])([CH3:16])[CH3:17]. The yield is 0.760. (5) The reactants are C(OC(=O)C1C=CC(N[C:12](=[O:38])[CH:13]([N:20]2[C:24]3[CH:25]=[C:26]([F:30])[C:27]([F:29])=[CH:28][C:23]=3[N:22]=[C:21]2[C:31]2[CH:36]=[CH:35][C:34]([Cl:37])=[CH:33][CH:32]=2)[CH:14]2[CH2:19][CH2:18][CH2:17][CH2:16][CH2:15]2)=CC=1)C.ClC1C=CC(C2N(C(C3CCCCC3)C(NC[C@H]3CC[C@H](C(O)=O)CC3)=O)C3C=CC(F)=CC=3N=2)=CC=1.[CH2:77]([O:79][C:80](=[O:89])[CH2:81][C:82]1[CH:87]=[CH:86][C:85]([NH2:88])=[CH:84][CH:83]=1)[CH3:78].F[P-](F)(F)(F)(F)F.N1(OC(N(C)C)=[N+](C)C)C2N=CC=CC=2N=N1. No catalyst specified. The product is [CH2:77]([O:79][C:80](=[O:89])[CH2:81][C:82]1[CH:83]=[CH:84][C:85]([NH:88][C:12](=[O:38])[CH:13]([N:20]2[C:24]3[CH:25]=[C:26]([F:30])[C:27]([F:29])=[CH:28][C:23]=3[N:22]=[C:21]2[C:31]2[CH:32]=[CH:33][C:34]([Cl:37])=[CH:35][CH:36]=2)[CH:14]2[CH2:15][CH2:16][CH2:17][CH2:18][CH2:19]2)=[CH:86][CH:87]=1)[CH3:78]. The yield is 0.820. (6) The reactants are Cl[C:2]1[N:3]=[C:4]([NH:11][CH2:12][CH:13]2[CH2:16][N:15]([C:17](=[O:20])[CH:18]=[CH2:19])[CH2:14]2)[C:5]2[O:10][CH:9]=[CH:8][C:6]=2[N:7]=1.[CH3:21][N:22]1[CH:26]=[C:25]([NH2:27])[CH:24]=[N:23]1.FC(F)(F)C(O)=O. The catalyst is C(O)(C)C.[OH-].[Na+]. The product is [CH3:21][N:22]1[CH:26]=[C:25]([NH:27][C:2]2[N:3]=[C:4]([NH:11][CH2:12][CH:13]3[CH2:16][N:15]([C:17](=[O:20])[CH:18]=[CH2:19])[CH2:14]3)[C:5]3[O:10][CH:9]=[CH:8][C:6]=3[N:7]=2)[CH:24]=[N:23]1. The yield is 0.439. (7) The product is [F:19][C:17]1[CH:16]=[CH:15][C:14]([CH3:20])=[C:13]([C:10]([CH3:12])([CH3:11])[CH2:9][C:8]([C:7]([F:6])([F:22])[F:23])([OH:21])[CH2:4][C:3]#[CH:2])[CH:18]=1. The yield is 1.00. The reactants are [Al].[CH2:2](Br)[C:3]#[CH:4].[F:6][C:7]([F:23])([F:22])[C:8](=[O:21])[CH2:9][C:10]([C:13]1[CH:18]=[C:17]([F:19])[CH:16]=[CH:15][C:14]=1[CH3:20])([CH3:12])[CH3:11].O. The catalyst is C1COCC1.C(OCC)C.C(OCC)(=O)C. (8) The reactants are Br[C:2]1[N:3]=[CH:4][C:5]([O:8][C@H:9]([CH:11]2[CH2:16][CH2:15][N:14]([C:17]([O:19][C:20]([CH3:23])([CH3:22])[CH3:21])=[O:18])[CH2:13][CH2:12]2)[CH3:10])=[N:6][CH:7]=1.C([Sn](CCCC)(CCCC)[C:29]1[CH:34]=[CH:33][N:32]=[N:31][CH:30]=1)CCC. The catalyst is O1CCOCC1.CCOC(C)=O.Cl[Pd](Cl)([P](C1C=CC=CC=1)(C1C=CC=CC=1)C1C=CC=CC=1)[P](C1C=CC=CC=1)(C1C=CC=CC=1)C1C=CC=CC=1. The product is [N:31]1[CH:30]=[CH:29][C:34]([C:2]2[N:3]=[CH:4][C:5]([O:8][C@H:9]([CH:11]3[CH2:16][CH2:15][N:14]([C:17]([O:19][C:20]([CH3:23])([CH3:22])[CH3:21])=[O:18])[CH2:13][CH2:12]3)[CH3:10])=[N:6][CH:7]=2)=[CH:33][N:32]=1. The yield is 0.440. (9) The reactants are [F:1][C:2]1[CH:3]=[C:4]([C@@:15]([C:24]2[CH:29]=[CH:28][C:27]([F:30])=[CH:26][CH:25]=2)([NH2:23])[CH2:16][C:17]2[CH:22]=[CH:21][CH:20]=[CH:19][CH:18]=2)[CH:5]=[C:6]([O:8][C:9]([F:14])([F:13])[CH:10]([F:12])[F:11])[CH:7]=1.[C:31]([O-:34])([O-])=O.[K+].[K+].O.C(Cl)(=O)OC(C)=C.[NH2:45][C@H:46]([CH2:53][O:54][CH2:55][C:56]1[CH:61]=[CH:60][CH:59]=[CH:58][CH:57]=1)[C@@H:47]([OH:52])[C:48]([F:51])([F:50])[F:49]. The catalyst is C1COCC1.CCOC(C)=O. The product is [CH2:55]([O:54][CH2:53][C@@H:46]([NH:45][C:31]([NH:23][C@@:15]([C:4]1[CH:5]=[C:6]([O:8][C:9]([F:14])([F:13])[CH:10]([F:12])[F:11])[CH:7]=[C:2]([F:1])[CH:3]=1)([C:24]1[CH:29]=[CH:28][C:27]([F:30])=[CH:26][CH:25]=1)[CH2:16][C:17]1[CH:22]=[CH:21][CH:20]=[CH:19][CH:18]=1)=[O:34])[C@@H:47]([OH:52])[C:48]([F:51])([F:50])[F:49])[C:56]1[CH:61]=[CH:60][CH:59]=[CH:58][CH:57]=1. The yield is 0.590.